This data is from Forward reaction prediction with 1.9M reactions from USPTO patents (1976-2016). The task is: Predict the product of the given reaction. (1) Given the reactants [Cl:1][C:2]1[CH:11]=[C:10](F)[C:9]([F:13])=[CH:8][C:3]=1[C:4]([O:6][CH3:7])=[O:5].[OH:14][CH2:15][CH:16]1[CH2:20][O:19][C:18]([CH3:22])([CH3:21])[N:17]1[C:23]([O:25][C:26]([CH3:29])([CH3:28])[CH3:27])=[O:24].[H-].[Na+], predict the reaction product. The product is: [Cl:1][C:2]1[C:3]([C:4]([O:6][CH3:7])=[O:5])=[CH:8][C:9]([F:13])=[C:10]([CH:11]=1)[O:14][CH2:15][CH:16]1[CH2:20][O:19][C:18]([CH3:21])([CH3:22])[N:17]1[C:23]([O:25][C:26]([CH3:29])([CH3:28])[CH3:27])=[O:24]. (2) Given the reactants [NH2:1][C:2]1[CH:7]=[CH:6][C:5]([Cl:8])=[CH:4][C:3]=1[C:9]([C:11]1[CH:16]=[CH:15][N:14]=[C:13]([CH3:17])[CH:12]=1)=O.[CH:18]1([C:24](=O)[CH2:25][C:26]#[N:27])[CH2:23][CH2:22][CH2:21][CH2:20][CH2:19]1, predict the reaction product. The product is: [Cl:8][C:5]1[CH:4]=[C:3]2[C:2](=[CH:7][CH:6]=1)[N:1]=[C:24]([CH:18]1[CH2:23][CH2:22][CH2:21][CH2:20][CH2:19]1)[C:25]([C:26]#[N:27])=[C:9]2[C:11]1[CH:16]=[CH:15][N:14]=[C:13]([CH3:17])[CH:12]=1.